From a dataset of Full USPTO retrosynthesis dataset with 1.9M reactions from patents (1976-2016). Predict the reactants needed to synthesize the given product. The reactants are: [CH3:1][O:2][C:3](=[O:13])[C:4]1[CH:12]=[CH:11][CH:10]=[C:6]([C:7](O)=[O:8])[CH:5]=1.[CH3:14][S:15]([NH2:18])(=[O:17])=[O:16].Cl.CN(C)CCCN=C=NCC. Given the product [CH3:1][O:2][C:3](=[O:13])[C:4]1[CH:12]=[CH:11][CH:10]=[C:6]([C:7]([NH:18][S:15]([CH3:14])(=[O:17])=[O:16])=[O:8])[CH:5]=1, predict the reactants needed to synthesize it.